Dataset: Peptide-MHC class II binding affinity with 134,281 pairs from IEDB. Task: Regression. Given a peptide amino acid sequence and an MHC pseudo amino acid sequence, predict their binding affinity value. This is MHC class II binding data. The peptide sequence is QPYVLSVASLTSAGQ. The MHC is HLA-DQA10501-DQB10201 with pseudo-sequence HLA-DQA10501-DQB10201. The binding affinity (normalized) is 0.247.